From a dataset of Blood-brain barrier permeability regression values from the B3DB database. Regression/Classification. Given a drug SMILES string, predict its absorption, distribution, metabolism, or excretion properties. Task type varies by dataset: regression for continuous measurements (e.g., permeability, clearance, half-life) or binary classification for categorical outcomes (e.g., BBB penetration, CYP inhibition). For this dataset (b3db_regression), we predict Y. (1) The compound is CCCCCOC(=O)C. The Y is 0.400 log(BB ratio). (2) The compound is CC1=CC=CC=C1C2=C(C=C(C=C2)N)N(C)C(=O)C(C)(C)C3=CC(=CC(=C3)C(F)(F)F)C(F)(F)F. The Y is 0.340 log(BB ratio). (3) The compound is CN1CCN(CC1)C2=NC3=CC=CC=C3OC4=C2C=C(C=C4)Cl. The Y is 0.800 log(BB ratio). (4) The molecule is C(=CF)OC=CF. The Y is 0.130 log(BB ratio). (5) The drug is CC1(C(=O)NC(=O)N(C1=O)C)C2=CCCCC2. The Y is 0.100 log(BB ratio). (6) The Y is -0.520 log(BB ratio). The compound is CC1=CC2=CC=CC=C2N1CCNC(=O)/C=C/C3=CC(=C(C(=C3)OC)OC)OC. (7) The drug is CC1=CC(=NN1C2=CC(=C(C=C2)OC)CNC3CCCNC3C4=CC=CC=C4)C. The Y is 0.110 log(BB ratio). (8) The molecule is C1=COC(=C1)C2=NN3C(=NC(=NC3=N2)NCCC4=CC=C(C=C4)O)N. The Y is -1.30 log(BB ratio).